Task: Predict the reaction yield, written as a fraction of the theoretical maximum amount of product (1.0 means a 100% yield; for example, 0.34 means a 34% yield).. Dataset: Reaction yield outcomes from USPTO patents with 853,638 reactions (1) The product is [CH:38]1([NH:34][C:23](=[O:25])[C:22]2[CH:21]=[CH:20][C:19]([N:16]3[CH2:15][CH2:14][N:13]([CH2:12][C:9]4[CH:10]=[N:11][C:5]5[N:4]6[CH2:28][CH2:29][S:30][CH2:31][C@H:3]6[C:2](=[O:1])[NH:7][C:6]=5[CH:8]=4)[CH2:18][CH2:17]3)=[CH:27][CH:26]=2)[CH2:40][CH2:39]1. The reactants are [O:1]=[C:2]1[NH:7][C:6]2[CH:8]=[C:9]([CH2:12][N:13]3[CH2:18][CH2:17][N:16]([C:19]4[CH:27]=[CH:26][C:22]([C:23]([OH:25])=O)=[CH:21][CH:20]=4)[CH2:15][CH2:14]3)[CH:10]=[N:11][C:5]=2[N:4]2[CH2:28][CH2:29][S:30][CH2:31][C@@H:3]12.C([N:34]([CH:38]([CH3:40])[CH3:39])C(C)C)C.C1(N)CC1. The catalyst is CN(C=O)C. The yield is 0.490. (2) The reactants are [NH2:1][C:2]1[O:6][N:5]=[C:4]([C:7]2[CH:12]=[CH:11][CH:10]=[C:9]([F:13])[CH:8]=2)[C:3]=1[C:14]([OH:16])=O.Cl.C(N=C=NCCCN(C)C)C.OC1C2N=NNC=2C=CC=1.[N:39]1([C:45]2[CH:50]=[CH:49][C:48]([OH:51])=[CH:47][CH:46]=2)[CH2:44][CH2:43][NH:42][CH2:41][CH2:40]1. No catalyst specified. The product is [NH2:1][C:2]1[O:6][N:5]=[C:4]([C:7]2[CH:12]=[CH:11][CH:10]=[C:9]([F:13])[CH:8]=2)[C:3]=1[C:14]([N:42]1[CH2:41][CH2:40][N:39]([C:45]2[CH:46]=[CH:47][C:48]([OH:51])=[CH:49][CH:50]=2)[CH2:44][CH2:43]1)=[O:16]. The yield is 0.680. (3) The reactants are [CH3:1][N:2]1[CH:6]2[CH2:7][CH2:8][C:3]1([C@@H:9]([C:11]1[CH:16]=[CH:15][CH:14]=[CH:13][CH:12]=1)[NH2:10])[CH2:4][CH2:5]2.CCN(C(C)C)C(C)C.[CH3:26][S:27][C:28]1[N:36]=[CH:35][CH:34]=[CH:33][C:29]=1[C:30](O)=[O:31].C1C=CC2N(O)N=NC=2C=1.CN(C(ON1N=NC2C=CC=CC1=2)=[N+](C)C)C.[B-](F)(F)(F)F. The catalyst is CN(C=O)C. The product is [CH3:1][N:2]1[CH:6]2[CH2:7][CH2:8][C:3]1([C@@H:9]([C:11]1[CH:16]=[CH:15][CH:14]=[CH:13][CH:12]=1)[NH:10][C:30](=[O:31])[C:29]1[CH:33]=[CH:34][CH:35]=[N:36][C:28]=1[S:27][CH3:26])[CH2:4][CH2:5]2. The yield is 0.384. (4) The reactants are Cl[C:2]1[C:3]([C:16]2[CH:21]=[CH:20][C:19]([F:22])=[CH:18][CH:17]=2)=[N:4][C:5]2[C:10]([N:11]=1)=[CH:9][C:8]([C:12]([O:14][CH3:15])=[O:13])=[CH:7][CH:6]=2.[CH:23]1([NH2:28])[CH2:27][CH2:26][CH2:25][CH2:24]1. The catalyst is CS(C)=O.O. The product is [CH:23]1([NH:28][C:2]2[C:3]([C:16]3[CH:21]=[CH:20][C:19]([F:22])=[CH:18][CH:17]=3)=[N:4][C:5]3[C:10]([N:11]=2)=[CH:9][C:8]([C:12]([O:14][CH3:15])=[O:13])=[CH:7][CH:6]=3)[CH2:27][CH2:26][CH2:25][CH2:24]1. The yield is 0.690. (5) The reactants are [NH2:1][C:2]1[NH:6][N:5]=[C:4]([CH3:7])[C:3]=1[C:8]1[S:9][C:10]2[CH:16]=[C:15]([S:17](Cl)(=[O:19])=[O:18])[CH:14]=[CH:13][C:11]=2[N:12]=1.[F:21][C:22]1[CH:29]=[CH:28][C:25]([CH2:26][NH2:27])=[CH:24][CH:23]=1.CN1CCOCC1. The catalyst is C(Cl)(Cl)Cl. The product is [F:21][C:22]1[CH:29]=[CH:28][C:25]([CH2:26][NH:27][S:17]([C:15]2[CH:14]=[CH:13][C:11]3[N:12]=[C:8]([C:3]4[C:4]([CH3:7])=[N:5][NH:6][C:2]=4[NH2:1])[S:9][C:10]=3[CH:16]=2)(=[O:19])=[O:18])=[CH:24][CH:23]=1. The yield is 0.0900. (6) The reactants are [F:1][C:2]1[CH:3]=[C:4]([CH:14]=[CH:15][C:16]=1[F:17])[C:5]([NH:7][C:8]1C=C(C)O[N:9]=1)=[O:6].[CH3:18][C:19](C)([O-:21])[CH3:20].[K+]. The catalyst is CN(C=O)C. The product is [F:1][C:2]1[CH:3]=[C:4]([CH:14]=[CH:15][C:16]=1[F:17])[C:5]([NH:7][C:8]1[O:21][C:19]([CH3:20])=[CH:18][N:9]=1)=[O:6]. The yield is 0.600. (7) The reactants are [C:1]([NH:4][CH2:5][CH2:6][CH:7]([C:9]1[CH:18]=[CH:17][C:12]([C:13]([O:15]C)=[O:14])=[CH:11][CH:10]=1)[CH3:8])(=[O:3])[CH3:2]. The catalyst is O1CCCC1.O. The product is [C:1]([NH:4][CH2:5][CH2:6][CH:7]([C:9]1[CH:10]=[CH:11][C:12]([C:13]([OH:15])=[O:14])=[CH:17][CH:18]=1)[CH3:8])(=[O:3])[CH3:2]. The yield is 1.00. (8) The product is [C:1]([C:3]1[CH:8]=[CH:7][C:6]([N:9]2[C:13]([C:14]3[CH:19]=[CH:18][C:17]([S:32]([CH3:36])(=[O:34])=[O:31])=[CH:16][CH:15]=3)=[CH:12][CH:11]=[C:10]2[CH2:22][CH2:23][C:24]([O:26][CH2:27][CH3:28])=[O:25])=[C:5]([CH3:29])[CH:4]=1)#[N:2]. The catalyst is O. The yield is 0.370. The reactants are [C:1]([C:3]1[CH:8]=[CH:7][C:6]([N:9]2[C:13]([C:14]3[CH:19]=[CH:18][C:17](SC)=[CH:16][CH:15]=3)=[CH:12][CH:11]=[C:10]2[CH2:22][CH2:23][C:24]([O:26][CH2:27][CH3:28])=[O:25])=[C:5]([CH3:29])[CH:4]=1)#[N:2].O[O:31][S:32]([O-:34])=O.[K+].[CH3:36]O. (9) The reactants are C[O:2][C:3](=[O:28])[C:4]1[CH:26]=[CH:25][C:24]([OH:27])=[C:6]([C:7]([NH:9][C:10]2[CH:15]=[C:14]([C:16]([F:19])([F:18])[F:17])[CH:13]=[C:12]([C:20]([F:23])([F:22])[F:21])[CH:11]=2)=[O:8])[CH:5]=1.CO.[OH-].[Na+].Cl. The catalyst is O1CCCC1. The product is [F:17][C:16]([F:18])([F:19])[C:14]1[CH:15]=[C:10]([NH:9][C:7](=[O:8])[C:6]2[CH:5]=[C:4]([CH:26]=[CH:25][C:24]=2[OH:27])[C:3]([OH:28])=[O:2])[CH:11]=[C:12]([C:20]([F:23])([F:21])[F:22])[CH:13]=1. The yield is 0.974. (10) The reactants are C(O[C:5]1[CH:10]=[CH:9][C:8]([N:11]2[C:15]([CH2:16][CH2:17][CH2:18][CH3:19])=[C:14]([C:20]3[CH:41]=[CH:40][C:23]([C:24]([NH:26][S:27]([C:30]4[CH:39]=[CH:38][C:37]5[C:32](=[CH:33][CH:34]=[CH:35][CH:36]=5)[CH:31]=4)(=[O:29])=[O:28])=[O:25])=[CH:22][C:21]=3[C:42]([N:44]3[CH2:53][CH2:52][C:51]4[C:46](=[CH:47][CH:48]=[CH:49][CH:50]=4)[CH2:45]3)=[O:43])[C:13]([CH2:54][OH:55])=[N:12]2)=[CH:7][CH:6]=1)C=C.[OH2:56].C[N+]1([O-])CC[O:61]CC1.[C:65]([OH:69])(C)([CH3:67])[CH3:66]. The catalyst is C1COCC1.CCOC(C)=O.[Os](=O)(=O)(=O)=O. The product is [CH2:16]([C:15]1[N:11]([C:8]2[CH:7]=[CH:6][C:5]([O:56][CH2:66][CH:65]([OH:69])[CH2:67][OH:61])=[CH:10][CH:9]=2)[N:12]=[C:13]([CH2:54][OH:55])[C:14]=1[C:20]1[CH:41]=[CH:40][C:23]([C:24]([NH:26][S:27]([C:30]2[CH:39]=[CH:38][C:37]3[C:32](=[CH:33][CH:34]=[CH:35][CH:36]=3)[CH:31]=2)(=[O:29])=[O:28])=[O:25])=[CH:22][C:21]=1[C:42]([N:44]1[CH2:53][CH2:52][C:51]2[C:46](=[CH:47][CH:48]=[CH:49][CH:50]=2)[CH2:45]1)=[O:43])[CH2:17][CH2:18][CH3:19]. The yield is 0.700.